From a dataset of Forward reaction prediction with 1.9M reactions from USPTO patents (1976-2016). Predict the product of the given reaction. The product is: [CH3:8][N:9]1[C:18]2[C:13](=[CH:14][CH:15]=[CH:16][CH:17]=2)[C:12](=[O:19])[N:11]([CH2:20][CH2:21][N:22]([CH2:23][C@H:24]2[O:28][C:27](=[O:29])[N:26]([C:30]3[CH:31]=[CH:32][C:33]4[S:34][CH2:35][C:36](=[O:40])[NH:37][C:38]=4[N:39]=3)[CH2:25]2)[C:1](=[O:3])[CH3:2])[C:10]1=[O:41]. Given the reactants [C:1](Cl)(=[O:3])[CH3:2].C(O)=O.[CH3:8][N:9]1[C:18]2[C:13](=[CH:14][CH:15]=[CH:16][CH:17]=2)[C:12](=[O:19])[N:11]([CH2:20][CH2:21][NH:22][CH2:23][C@H:24]2[O:28][C:27](=[O:29])[N:26]([C:30]3[CH:31]=[CH:32][C:33]4[S:34][CH2:35][C:36](=[O:40])[NH:37][C:38]=4[N:39]=3)[CH2:25]2)[C:10]1=[O:41], predict the reaction product.